Dataset: Aqueous solubility values for 9,982 compounds from the AqSolDB database. Task: Regression/Classification. Given a drug SMILES string, predict its absorption, distribution, metabolism, or excretion properties. Task type varies by dataset: regression for continuous measurements (e.g., permeability, clearance, half-life) or binary classification for categorical outcomes (e.g., BBB penetration, CYP inhibition). For this dataset (solubility_aqsoldb), we predict Y. (1) The Y is -3.32 log mol/L. The compound is O=C(OCc1ccccc1)c1ccc(O)cc1. (2) The compound is COC(=O)C1=CO[C@@H](O[C@@H]2O[C@H](CO)[C@@H](O)[C@H](O)[C@H]2O)[C@@H]2[C@@H](C)CC(=O)[C@H]12. The Y is -0.265 log mol/L. (3) The molecule is O=[N+]([O-])OC1COC2C(O[N+](=O)[O-])COC12. The Y is -2.63 log mol/L. (4) The compound is Nc1nc(N)nc(N)n1.O=P(O)(O)O. The Y is -1.76 log mol/L. (5) The molecule is COc1cc(C=O)cc(Cl)c1O. The Y is -2.87 log mol/L. (6) The drug is CC(=O)N1CCOCC1. The Y is 0.889 log mol/L. (7) The drug is CCCCCCOC(=O)c1ccc(O)cc1. The Y is -3.95 log mol/L. (8) The compound is CC(=O)N1C[C@@H](O)C[C@H]1C(=O)[O-]. The Y is 0.345 log mol/L. (9) The compound is CCCOC(=O)c1ccc(NC(C)=O)cc1. The Y is -3.29 log mol/L.